From a dataset of Peptide-MHC class I binding affinity with 185,985 pairs from IEDB/IMGT. Regression. Given a peptide amino acid sequence and an MHC pseudo amino acid sequence, predict their binding affinity value. This is MHC class I binding data. The peptide sequence is LAYLAGWII. The MHC is HLA-A02:03 with pseudo-sequence HLA-A02:03. The binding affinity (normalized) is 0.0847.